Dataset: TCR-epitope binding with 47,182 pairs between 192 epitopes and 23,139 TCRs. Task: Binary Classification. Given a T-cell receptor sequence (or CDR3 region) and an epitope sequence, predict whether binding occurs between them. The epitope is LLFNKVTLA. The TCR CDR3 sequence is CASSLRGETQYF. Result: 0 (the TCR does not bind to the epitope).